From a dataset of CYP2C19 inhibition data for predicting drug metabolism from PubChem BioAssay. Regression/Classification. Given a drug SMILES string, predict its absorption, distribution, metabolism, or excretion properties. Task type varies by dataset: regression for continuous measurements (e.g., permeability, clearance, half-life) or binary classification for categorical outcomes (e.g., BBB penetration, CYP inhibition). Dataset: cyp2c19_veith. (1) The molecule is O=C(Nc1cccc(F)c1)N1CCC2(CC1)CCN(C(=O)Oc1ccccc1)CC2. The result is 0 (non-inhibitor). (2) The molecule is CC(=O)OC[C@@H]1O[C@@H](O/N=C2/C[C@@H](O)[C@@H](O)[C@H]3[C@@H]2CC[C@H]2C(=O)N(c4ccc(F)cc4F)C(=O)[C@H]32)[C@H](OC(C)=O)[C@H](OC(C)=O)[C@@H]1OC(C)=O. The result is 0 (non-inhibitor). (3) The molecule is CC1(C)S[C@@H]2[C@H](NC(=O)[C@@H](N)c3ccc(O)cc3)C(=O)N2[C@H]1C(=O)O. The result is 0 (non-inhibitor). (4) The drug is c1ccc2c(c1)ncn2-c1ncnc2sc3c(c12)CCCC3. The result is 1 (inhibitor). (5) The compound is CCNc1ncc2nc(-c3cn(C)c4ccccc34)c(=O)n(Cc3ccc(F)cc3)c2n1. The result is 0 (non-inhibitor).